This data is from Forward reaction prediction with 1.9M reactions from USPTO patents (1976-2016). The task is: Predict the product of the given reaction. (1) Given the reactants Br[C:2]1[N:3]=[C:4]2[C:9](=[N:10][CH:11]=1)[N:8]([CH2:12][CH3:13])[C:7](=[O:14])[N:6]([CH2:15][CH3:16])[C:5]2=[O:17].[NH3:18].O, predict the reaction product. The product is: [NH2:18][C:2]1[N:3]=[C:4]2[C:9](=[N:10][CH:11]=1)[N:8]([CH2:12][CH3:13])[C:7](=[O:14])[N:6]([CH2:15][CH3:16])[C:5]2=[O:17]. (2) Given the reactants C[O:2][C:3]([C:5]1[CH:14]=[CH:13][C:12]2[C:7](=[CH:8][CH:9]=[CH:10][CH:11]=2)[C:6]=1[O:15][CH2:16][CH2:17][O:18][C:19]1[CH:24]=[CH:23][CH:22]=[CH:21][CH:20]=1)=[O:4].[OH-].[Na+].CO, predict the reaction product. The product is: [O:18]([CH2:17][CH2:16][O:15][C:6]1[C:7]2[C:12](=[CH:11][CH:10]=[CH:9][CH:8]=2)[CH:13]=[CH:14][C:5]=1[C:3]([OH:4])=[O:2])[C:19]1[CH:24]=[CH:23][CH:22]=[CH:21][CH:20]=1. (3) Given the reactants [N:1]1([CH:6]2[CH2:11][CH2:10][NH:9][CH2:8][CH2:7]2)[CH2:5][CH2:4][CH2:3][CH2:2]1.Br[CH2:13][C:14]#[N:15], predict the reaction product. The product is: [N:1]1([CH:6]2[CH2:11][CH2:10][N:9]([CH2:13][C:14]#[N:15])[CH2:8][CH2:7]2)[CH2:5][CH2:4][CH2:3][CH2:2]1. (4) Given the reactants FC(F)(F)C(OC(=O)C(F)(F)F)=O.N1C=CC=CC=1.O[C:21]1([C:54]([F:57])([F:56])[F:55])[C:26]2[CH:27]=[CH:28][C:29]([OH:31])=[CH:30][C:25]=2[O:24][CH:23]([C:32]2[CH:37]=[CH:36][C:35]([O:38][CH2:39][CH2:40][N:41]3[CH2:46][CH2:45][CH2:44][CH2:43][CH2:42]3)=[CH:34][CH:33]=2)[CH:22]1[C:47]1[CH:52]=[CH:51][C:50]([OH:53])=[CH:49][CH:48]=1.C(=O)([O-])[O-].[Na+].[Na+], predict the reaction product. The product is: [OH:31][C:29]1[CH:28]=[CH:27][C:26]2[C:21]([C:54]([F:57])([F:56])[F:55])=[C:22]([C:47]3[CH:52]=[CH:51][C:50]([OH:53])=[CH:49][CH:48]=3)[CH:23]([C:32]3[CH:33]=[CH:34][C:35]([O:38][CH2:39][CH2:40][N:41]4[CH2:42][CH2:43][CH2:44][CH2:45][CH2:46]4)=[CH:36][CH:37]=3)[O:24][C:25]=2[CH:30]=1. (5) Given the reactants C(OC([N:8]1[CH2:17][CH2:16][C:15]2[C:10](=[CH:11][C:12]([C:20](=[O:24])[N:21]([CH3:23])[CH3:22])=[C:13]([O:18][CH3:19])[CH:14]=2)[CH:9]1[CH2:25][C:26]1[CH:31]=[CH:30][C:29]([Cl:32])=[C:28]([Cl:33])[CH:27]=1)=O)(C)(C)C, predict the reaction product. The product is: [CH3:23][N:21]([CH3:22])[C:20]([C:12]1[CH:11]=[C:10]2[C:15]([CH2:16][CH2:17][NH:8][CH:9]2[CH2:25][C:26]2[CH:31]=[CH:30][C:29]([Cl:32])=[C:28]([Cl:33])[CH:27]=2)=[CH:14][C:13]=1[O:18][CH3:19])=[O:24].